Dataset: Catalyst prediction with 721,799 reactions and 888 catalyst types from USPTO. Task: Predict which catalyst facilitates the given reaction. Reactant: [CH:1]1([S:4]([NH:7][C:8](=[O:14])[O:9][C:10]([CH3:13])([CH3:12])[CH3:11])(=[O:6])=[O:5])[CH2:3][CH2:2]1.C([Li])CCC.Br[CH2:21][CH2:22][CH2:23][CH2:24][CH2:25][CH:26]=[CH2:27]. Product: [CH2:27]([C:1]1([S:4]([NH:7][C:8](=[O:14])[O:9][C:10]([CH3:11])([CH3:13])[CH3:12])(=[O:6])=[O:5])[CH2:2][CH2:3]1)[CH2:26][CH2:25][CH2:24][CH2:23][CH:22]=[CH2:21]. The catalyst class is: 1.